This data is from Catalyst prediction with 721,799 reactions and 888 catalyst types from USPTO. The task is: Predict which catalyst facilitates the given reaction. (1) Reactant: O[CH2:2][CH2:3][O:4][C:5]1[C:10]([CH3:11])=[CH:9][C:8]([C:12]2[NH:21][C:20](=[O:22])[C:19]3[C:14](=[CH:15][CH:16]=[CH:17][C:18]=3[O:23][CH3:24])[N:13]=2)=[CH:7][C:6]=1[CH3:25].C1(P(C2C=CC=CC=2)C2C=CC=CC=2)C=CC=CC=1.C(Br)(Br)(Br)[Br:46]. The catalyst class is: 9. Product: [Br:46][CH2:2][CH2:3][O:4][C:5]1[C:10]([CH3:11])=[CH:9][C:8]([C:12]2[NH:21][C:20](=[O:22])[C:19]3[C:14](=[CH:15][CH:16]=[CH:17][C:18]=3[O:23][CH3:24])[N:13]=2)=[CH:7][C:6]=1[CH3:25]. (2) Reactant: [Cl:1][C:2]1[C:7]([Cl:8])=[CH:6][CH:5]=[CH:4][C:3]=1[N:9]=[C:10]=[O:11].Cl.[C:13]1([C@H:19]2[CH2:21][C@@H:20]2[N:22]2[C:30](=[O:31])[C@@H:25]3[CH2:26][NH:27][CH2:28][CH2:29][N:24]3[C:23]2=[O:32])[CH:18]=[CH:17][CH:16]=[CH:15][CH:14]=1.CCN(C(C)C)C(C)C. Product: [Cl:1][C:2]1[C:7]([Cl:8])=[CH:6][CH:5]=[CH:4][C:3]=1[NH:9][C:10]([N:27]1[CH2:28][CH2:29][N:24]2[C:23](=[O:32])[N:22]([C@H:20]3[CH2:21][C@@H:19]3[C:13]3[CH:14]=[CH:15][CH:16]=[CH:17][CH:18]=3)[C:30](=[O:31])[C@@H:25]2[CH2:26]1)=[O:11]. The catalyst class is: 2. (3) Reactant: [CH2:1]([O:8][C:9]([N:11]1[CH2:15][C@H:14]([O:16][Si:17]([C:20]([CH3:23])([CH3:22])[CH3:21])([CH3:19])[CH3:18])[C@H:13]([NH2:24])[CH2:12]1)=[O:10])[C:2]1[CH:7]=[CH:6][CH:5]=[CH:4][CH:3]=1.Br[C:26]1[CH:27]=[C:28]([CH3:43])[C:29]([C:32]2[C:33]([O:41][CH3:42])=[N:34][C:35]([CH:38]([CH3:40])[CH3:39])=[CH:36][CH:37]=2)=[N:30][CH:31]=1.CC([O-])(C)C.[Na+].O. Product: [CH2:1]([O:8][C:9]([N:11]1[CH2:12][C@@H:13]([NH:24][C:26]2[CH:27]=[C:28]([CH3:43])[C:29]([C:32]3[C:33]([O:41][CH3:42])=[N:34][C:35]([CH:38]([CH3:40])[CH3:39])=[CH:36][CH:37]=3)=[N:30][CH:31]=2)[C@@H:14]([O:16][Si:17]([C:20]([CH3:21])([CH3:23])[CH3:22])([CH3:18])[CH3:19])[CH2:15]1)=[O:10])[C:2]1[CH:7]=[CH:6][CH:5]=[CH:4][CH:3]=1. The catalyst class is: 101. (4) Reactant: F[C:2](F)(F)[C:3]([OH:5])=O.[CH3:8][O:9][CH2:10][N:11]1[C:15]([CH2:16][N:17]2[C:22]3[CH:23]=[C:24]([C:26]4[CH:31]=[CH:30][CH:29]=[CH:28][CH:27]=4)[S:25]C=3C(=O)[N:19](C3CCNCC3)[C:18]2=[O:39])=[N:14][N:13]=[N:12]1.[CH2:40]([O:42][C:43]1[C:52]([O:53][CH3:54])=[CH:51][C:50]2[C:49]([C:55]3[CH:63]=[CH:62][C:58]([C:59](O)=[O:60])=[CH:57][CH:56]=3)=[N:48][C@@H:47]3[CH2:64][CH2:65][S:66][CH2:67][C@@H:46]3[C:45]=2[CH:44]=1)[CH3:41].[B-](F)(F)(F)F.CCOC(C(C#N)=NOC(N(C)C)=[N+](C)C)=O.[CH:90]1[CH:95]=[N:94][C:93]2N(O)N=N[C:92]=2[CH:91]=1.CCN(C(C)C)C(C)C. Product: [CH2:40]([O:42][C:43]1[C:52]([O:53][CH3:54])=[CH:51][C:50]2[C:49]([C:55]3[CH:63]=[CH:62][C:58]([C:59]([N:94]4[CH2:95][CH2:90][CH:91]([N:19]5[C:3](=[O:5])[C:2]6[S:25][C:24]([C:26]7[CH:31]=[CH:30][CH:29]=[CH:28][CH:27]=7)=[CH:23][C:22]=6[N:17]([CH2:16][C:15]6[N:11]([CH2:10][O:9][CH3:8])[N:12]=[N:13][N:14]=6)[C:18]5=[O:39])[CH2:92][CH2:93]4)=[O:60])=[CH:57][CH:56]=3)=[N:48][C@@H:47]3[CH2:64][CH2:65][S:66][CH2:67][C@@H:46]3[C:45]=2[CH:44]=1)[CH3:41]. The catalyst class is: 2. (5) Reactant: [Br:1][C:2]1[CH:3]=[C:4]([CH:16]=[C:17](I)[CH:18]=1)[C:5]([NH:7][CH2:8][C:9]1[CH:10]=[N:11][C:12]([CH3:15])=[CH:13][CH:14]=1)=[O:6].[NH:20]1[CH2:26][CH2:25][CH2:24][C@H:21]1[CH2:22][OH:23].C(=O)([O-])[O-].[K+].[K+].N1CCC[C@H]1C(O)=O. Product: [Br:1][C:2]1[CH:3]=[C:4]([CH:16]=[C:17]([N:20]2[CH2:26][CH2:25][CH2:24][C@H:21]2[CH2:22][OH:23])[CH:18]=1)[C:5]([NH:7][CH2:8][C:9]1[CH:10]=[N:11][C:12]([CH3:15])=[CH:13][CH:14]=1)=[O:6]. The catalyst class is: 156. (6) Reactant: P(Cl)(Cl)(Cl)=O.[CH3:6][N:7]([CH2:9][CH:10]1[CH2:12][CH:11]1[C:13]1[CH:14]=[C:15]2[C:19](=[CH:20][CH:21]=1)[NH:18][CH:17]=[CH:16]2)[CH3:8].[OH-].[Na+].CN([CH:27]=[O:28])C. Product: [CH3:8][N:7]([CH2:9][CH:10]1[CH2:12][CH:11]1[C:13]1[CH:14]=[C:15]2[C:19](=[CH:20][CH:21]=1)[NH:18][CH:17]=[C:16]2[CH:27]=[O:28])[CH3:6]. The catalyst class is: 6. (7) Reactant: [CH3:1][C:2]1[C:8]([B:9]2[O:13][C:12]([CH3:15])([CH3:14])[C:11]([CH3:17])([CH3:16])[O:10]2)=[CH:7][CH:6]=[CH:5][C:3]=1[NH2:4].C(Cl)CCl.C1C=CC2N(O)N=NC=2C=1.[C:32](O)(=[O:36])[C:33]([CH3:35])=[CH2:34].CCN(C(C)C)C(C)C. Product: [CH3:1][C:2]1[C:8]([B:9]2[O:13][C:12]([CH3:15])([CH3:14])[C:11]([CH3:17])([CH3:16])[O:10]2)=[CH:7][CH:6]=[CH:5][C:3]=1[NH:4][C:32](=[O:36])[C:33]([CH3:35])=[CH2:34]. The catalyst class is: 76. (8) Reactant: [F:1][C:2]1[CH:3]=[C:4]([N:9]2[C:13]([CH3:15])([CH3:14])[C:12](=[O:16])[N:11]([C:17]3[CH:24]=[CH:23][C:20]([C:21]#[N:22])=[C:19]([C:25]([F:28])([F:27])[F:26])[CH:18]=3)[C:10]2=[S:29])[CH:5]=[CH:6][C:7]=1[OH:8].[O:30]1[CH2:34][CH2:33][C@@H:32](OS(C2C=CC(C)=CC=2)(=O)=O)[CH2:31]1.C(=O)([O-])[O-].[Cs+].[Cs+].CN(C)C(=O)C. Product: [F:1][C:2]1[CH:3]=[C:4]([N:9]2[C:13]([CH3:14])([CH3:15])[C:12](=[O:16])[N:11]([C:17]3[CH:24]=[CH:23][C:20]([C:21]#[N:22])=[C:19]([C:25]([F:26])([F:27])[F:28])[CH:18]=3)[C:10]2=[S:29])[CH:5]=[CH:6][C:7]=1[O:8][C@H:32]1[CH2:33][CH2:34][O:30][CH2:31]1. The catalyst class is: 6. (9) The catalyst class is: 268. Product: [C:23]([CH:27]1[CH2:32][CH2:31][CH2:30][CH:29]([CH:33]([CH3:37])[CH2:34][CH:35]=[O:36])[CH2:28]1)([CH3:26])([CH3:24])[CH3:25]. Reactant: CC(OI1(OC(C)=O)(OC(C)=O)OC(=O)C2C=CC=CC1=2)=O.[C:23]([CH:27]1[CH2:32][CH2:31][CH2:30][CH:29]([CH:33]([CH3:37])[CH2:34][CH2:35][OH:36])[CH2:28]1)([CH3:26])([CH3:25])[CH3:24].O. (10) Reactant: [Si:1]([O:8][CH2:9][CH:10]1[CH2:15][CH2:14][CH:13]([CH2:16][OH:17])[CH2:12][CH2:11]1)([C:4]([CH3:7])([CH3:6])[CH3:5])([CH3:3])[CH3:2].CC(OI1(OC(C)=O)(OC(C)=O)OC(=O)C2C1=CC=CC=2)=O.S([O-])([O-])=O.[Na+].[Na+].C(=O)(O)[O-].[Na+]. Product: [Si:1]([O:8][CH2:9][CH:10]1[CH2:11][CH2:12][CH:13]([CH:16]=[O:17])[CH2:14][CH2:15]1)([C:4]([CH3:7])([CH3:6])[CH3:5])([CH3:3])[CH3:2]. The catalyst class is: 22.